Dataset: Reaction yield outcomes from USPTO patents with 853,638 reactions. Task: Predict the reaction yield, written as a fraction of the theoretical maximum amount of product (1.0 means a 100% yield; for example, 0.34 means a 34% yield). The reactants are [F:1][C:2]1[CH:9]=[CH:8][C:5]([CH:6]=O)=[C:4]([C:10]([F:13])([F:12])[F:11])[CH:3]=1.[NH3:14].C[Si]([C:19]#[N:20])(C)C. The catalyst is CO.CC([O-])C.CC([O-])C.CC([O-])C.CC([O-])C.[Ti+4]. The product is [NH2:14][CH:6]([C:5]1[CH:8]=[CH:9][C:2]([F:1])=[CH:3][C:4]=1[C:10]([F:13])([F:12])[F:11])[C:19]#[N:20]. The yield is 0.810.